Regression/Classification. Given a drug SMILES string, predict its absorption, distribution, metabolism, or excretion properties. Task type varies by dataset: regression for continuous measurements (e.g., permeability, clearance, half-life) or binary classification for categorical outcomes (e.g., BBB penetration, CYP inhibition). Dataset: cyp2c9_veith. From a dataset of CYP2C9 inhibition data for predicting drug metabolism from PubChem BioAssay. (1) The molecule is CCC#CCOCC(=S)Nc1ccccc1. The result is 0 (non-inhibitor). (2) The compound is Cc1cccc(NC(=O)c2ccc([N+](=O)[O-])o2)n1. The result is 0 (non-inhibitor). (3) The compound is Cc1sc2ccccc2[n+]1CCC(C)S(=O)(=O)[O-]. The result is 0 (non-inhibitor).